Dataset: Catalyst prediction with 721,799 reactions and 888 catalyst types from USPTO. Task: Predict which catalyst facilitates the given reaction. (1) Reactant: [NH2:1][C:2]1[CH:7]=[CH:6][C:5]([C:8]2[C:16]3[C:11](=[N:12][CH:13]=[N:14][C:15]=3[NH2:17])[N:10]([C@H:18]3[CH2:23][CH2:22][C@H:21]([N:24]4[CH2:29][CH2:28][N:27]([CH3:30])[CH2:26][CH2:25]4)[CH2:20][CH2:19]3)[N:9]=2)=[CH:4][C:3]=1[O:31][CH3:32].[C:33](Cl)(=[O:42])[CH2:34][CH2:35][C:36]1[CH:41]=[CH:40][CH:39]=[CH:38][CH:37]=1. Product: [NH2:17][C:15]1[N:14]=[CH:13][N:12]=[C:11]2[N:10]([C@H:18]3[CH2:23][CH2:22][C@H:21]([N:24]4[CH2:25][CH2:26][N:27]([CH3:30])[CH2:28][CH2:29]4)[CH2:20][CH2:19]3)[N:9]=[C:8]([C:5]3[CH:6]=[CH:7][C:2]([NH:1][C:33](=[O:42])[CH2:34][CH2:35][C:36]4[CH:41]=[CH:40][CH:39]=[CH:38][CH:37]=4)=[C:3]([O:31][CH3:32])[CH:4]=3)[C:16]=12. The catalyst class is: 17. (2) Reactant: C1CN([P+](ON2N=NC3C=CC=CC2=3)(N2CCCC2)N2CCCC2)CC1.F[P-](F)(F)(F)(F)F.[C:34]([C:37]1[N:42]=[C:41]([C:43]([OH:45])=O)[C:40]([O:46][CH2:47][C:48]2[CH:53]=[CH:52][CH:51]=[CH:50][CH:49]=2)=[C:39]([O:54][CH2:55][C:56]2[CH:61]=[CH:60][CH:59]=[CH:58][CH:57]=2)[CH:38]=1)(=[O:36])[CH3:35].[F:62][C:63]1[CH:70]=[CH:69][C:66]([CH2:67][NH2:68])=[CH:65][CH:64]=1.CCN(CC)CC. Product: [C:34]([C:37]1[N:42]=[C:41]([C:43]([NH:68][CH2:67][C:66]2[CH:69]=[CH:70][C:63]([F:62])=[CH:64][CH:65]=2)=[O:45])[C:40]([O:46][CH2:47][C:48]2[CH:53]=[CH:52][CH:51]=[CH:50][CH:49]=2)=[C:39]([O:54][CH2:55][C:56]2[CH:57]=[CH:58][CH:59]=[CH:60][CH:61]=2)[CH:38]=1)(=[O:36])[CH3:35]. The catalyst class is: 2. (3) Product: [O:29]=[C:27]1[C:22]2[C:21](=[CH:26][CH:25]=[CH:24][CH:23]=2)[S:20][C:2]2([CH2:7][CH2:6][N:5]([C:8]([O:10][C:11]([CH3:14])([CH3:13])[CH3:12])=[O:9])[CH2:4][CH2:3]2)[CH2:28]1. Reactant: O=[C:2]1[CH2:7][CH2:6][N:5]([C:8]([O:10][C:11]([CH3:14])([CH3:13])[CH3:12])=[O:9])[CH2:4][CH2:3]1.N1CCCC1.[SH:20][C:21]1[CH:26]=[CH:25][CH:24]=[CH:23][C:22]=1[C:27](=[O:29])[CH3:28]. The catalyst class is: 5. (4) Reactant: [C:1]([NH:4][C:5]1[CH:10]=[CH:9][C:8]([NH:11][C:12](=[O:19])OCC(Cl)(Cl)Cl)=[CH:7][CH:6]=1)(=[O:3])[CH3:2].[C:20]1([C:26]2[N:27]=[C:28]([N:31]3[CH2:36][CH2:35][NH:34][CH2:33][CH2:32]3)[S:29][CH:30]=2)[CH:25]=[CH:24][CH:23]=[CH:22][CH:21]=1.C(N(C(C)C)CC)(C)C.CS(C)=O. Product: [C:1]([NH:4][C:5]1[CH:6]=[CH:7][C:8]([NH:11][C:12]([N:34]2[CH2:35][CH2:36][N:31]([C:28]3[S:29][CH:30]=[C:26]([C:20]4[CH:25]=[CH:24][CH:23]=[CH:22][CH:21]=4)[N:27]=3)[CH2:32][CH2:33]2)=[O:19])=[CH:9][CH:10]=1)(=[O:3])[CH3:2]. The catalyst class is: 6. (5) Product: [F:1][C:2]1[CH:10]=[CH:9][C:5]([C:6]([NH:26][C:23]2[CH:24]=[C:25]3[C:17]([C:15]4[CH:14]=[N:13][N:12]([CH3:11])[CH:16]=4)=[CH:18][NH:19][C:20]3=[N:21][CH:22]=2)=[O:7])=[CH:4][CH:3]=1. The catalyst class is: 17. Reactant: [F:1][C:2]1[CH:10]=[CH:9][C:5]([C:6](Cl)=[O:7])=[CH:4][CH:3]=1.[CH3:11][N:12]1[CH:16]=[C:15]([C:17]2[C:25]3[C:20](=[N:21][CH:22]=[C:23]([NH2:26])[CH:24]=3)[NH:19][CH:18]=2)[CH:14]=[N:13]1. (6) Reactant: [CH:1]1[C:13]2[CH:12]([CH2:14][O:15][C:16]([NH:18][C@H:19]([C:23](O)=[O:24])[CH:20]([CH3:22])[CH3:21])=[O:17])[C:11]3[C:6](=[CH:7][CH:8]=[CH:9][CH:10]=3)[C:5]=2[CH:4]=[CH:3][CH:2]=1.ClC1N=C(OC)N=C(OC)N=1.CN1CCOCC1.Cl.[CH3:45][O:46][C@@H:47]([C@@H:56]([NH:61][CH3:62])[C@@H:57]([CH3:60])[CH2:58][CH3:59])[CH2:48][C:49]([O:51][C:52]([CH3:55])([CH3:54])[CH3:53])=[O:50]. Product: [CH:10]1[C:11]2[CH:12]([CH2:14][O:15][C:16]([NH:18][C@H:19]([C:23]([N:61]([CH3:62])[C@@H:56]([C@@H:57]([CH3:60])[CH2:58][CH3:59])[C@H:47]([O:46][CH3:45])[CH2:48][C:49]([O:51][C:52]([CH3:55])([CH3:54])[CH3:53])=[O:50])=[O:24])[CH:20]([CH3:21])[CH3:22])=[O:17])[C:13]3[C:5](=[CH:4][CH:3]=[CH:2][CH:1]=3)[C:6]=2[CH:7]=[CH:8][CH:9]=1. The catalyst class is: 504.